Dataset: Catalyst prediction with 721,799 reactions and 888 catalyst types from USPTO. Task: Predict which catalyst facilitates the given reaction. (1) Reactant: [CH3:1][O:2][C:3]([C@@H:5]([N:13]1[CH2:21][C:17]2[CH:18]=[CH:19][S:20][C:16]=2[CH2:15][CH2:14]1)[C:6]1[CH:7]=[CH:8][CH:9]=[CH:10][C:11]=1[Cl:12])=[O:4].[C:22]1([S:28]([OH:31])(=[O:30])=[O:29])[CH:27]=[CH:26][CH:25]=[CH:24][CH:23]=1. Product: [CH3:1][O:2][C:3]([C@@H:5]([N:13]1[CH2:21][C:17]2[CH:18]=[CH:19][S:20][C:16]=2[CH2:15][CH2:14]1)[C:6]1[C:11]([Cl:12])=[CH:10][CH:9]=[CH:8][CH:7]=1)=[O:4].[CH:25]1[CH:26]=[CH:27][C:22]([S:28]([OH:31])(=[O:30])=[O:29])=[CH:23][CH:24]=1. The catalyst class is: 27. (2) Reactant: [OH:1][N:2]=[C:3]([NH:5][C:6]1[CH:11]=[CH:10][CH:9]=[C:8]([CH2:12][O:13]/[N:14]=[C:15](\[C:22]2[N:26]([CH3:27])[C:25](=[O:28])[O:24][N:23]=2)/[C:16]2[CH:21]=[CH:20][CH:19]=[CH:18][CH:17]=2)[N:7]=1)[CH3:4].I[CH2:30][CH:31]1[CH2:33][CH2:32]1.C(=O)([O-])[O-].[Cs+].[Cs+].[I-].[K+]. Product: [CH:31]1([CH2:30][O:1][N:2]=[C:3]([NH:5][C:6]2[CH:11]=[CH:10][CH:9]=[C:8]([CH2:12][O:13]/[N:14]=[C:15](\[C:22]3[N:26]([CH3:27])[C:25](=[O:28])[O:24][N:23]=3)/[C:16]3[CH:21]=[CH:20][CH:19]=[CH:18][CH:17]=3)[N:7]=2)[CH3:4])[CH2:33][CH2:32]1. The catalyst class is: 18. (3) Reactant: [F:1][C:2]([F:36])([F:35])[C:3]1[CH:4]=[C:5]([C:13]2[O:17][N:16]=[C:15]([C:18]3[CH:26]=[CH:25][C:24]4[N:23]5[CH2:27][CH2:28][CH:29]([CH2:30][C:31]([O:33]C)=[O:32])[C:22]5=[CH:21][C:20]=4[CH:19]=3)[N:14]=2)[CH:6]=[C:7]([C:9]([F:12])([F:11])[F:10])[CH:8]=1.O1CCOCC1.[OH-].[Li+].Cl. Product: [F:12][C:9]([F:10])([F:11])[C:7]1[CH:6]=[C:5]([C:13]2[O:17][N:16]=[C:15]([C:18]3[CH:26]=[CH:25][C:24]4[N:23]5[CH2:27][CH2:28][CH:29]([CH2:30][C:31]([OH:33])=[O:32])[C:22]5=[CH:21][C:20]=4[CH:19]=3)[N:14]=2)[CH:4]=[C:3]([C:2]([F:35])([F:1])[F:36])[CH:8]=1. The catalyst class is: 238. (4) Reactant: C[CH2:2][N:3](C(C)C)C(C)C.C1CN([P+](ON2N=NC3C=CC=CC2=3)(N2CCCC2)N2CCCC2)CC1.F[P-](F)(F)(F)(F)F.NC1N=CN=C(N[C@H]([C:53]2[N:54]=[C:55]3[CH:60]=[CH:59][CH:58]=[C:57]([C:61]([OH:63])=O)[N:56]3[C:64]=2[C:65]2[CH:70]=[CH:69][CH:68]=[CH:67][CH:66]=2)C)C=1C#N.CN. Product: [CH3:2][NH:3][C:61]([C:57]1[N:56]2[C:64]([C:65]3[CH:66]=[CH:67][CH:68]=[CH:69][CH:70]=3)=[CH:53][N:54]=[C:55]2[CH:60]=[CH:59][CH:58]=1)=[O:63]. The catalyst class is: 3.